From a dataset of Forward reaction prediction with 1.9M reactions from USPTO patents (1976-2016). Predict the product of the given reaction. (1) Given the reactants Br[C:2]1[N:7]=[CH:6][C:5]([C:8]([OH:10])=[O:9])=[CH:4][CH:3]=1.COCCOC.C(=O)([O-])[O-].[Na+].[Na+].[CH3:23][O:24][C:25]1[CH:26]=[C:27]2[C:32](=[CH:33][CH:34]=1)[CH:31]=[C:30](B(O)O)[CH:29]=[CH:28]2, predict the reaction product. The product is: [CH3:23][O:24][C:25]1[CH:26]=[C:27]2[C:32](=[CH:33][CH:34]=1)[CH:31]=[C:30]([C:2]1[N:7]=[CH:6][C:5]([C:8]([OH:10])=[O:9])=[CH:4][CH:3]=1)[CH:29]=[CH:28]2. (2) Given the reactants [ClH:1].C(N(CC)CCNC(C1C=CC2C(=CC=C(I)C=2)C=1)=O)C.[CH2:23]([N:25]([CH2:47][CH3:48])[CH2:26][CH2:27][NH:28][C:29]([C:31]1[C:32]2[C:37]([N:38]=[C:39]3[C:44]=1[CH:43]=[C:42]([I:45])[CH:41]=[CH:40]3)=[CH:36][CH:35]=[C:34]([I:46])[CH:33]=2)=[O:30])[CH3:24].[K+].[Br-], predict the reaction product. The product is: [ClH:1].[ClH:1].[CH2:47]([N:25]([CH2:23][CH3:24])[CH2:26][CH2:27][NH:28][C:29]([C:31]1[C:44]2[C:39]([N:38]=[C:37]3[C:32]=1[CH:33]=[C:34]([I:46])[CH:35]=[CH:36]3)=[CH:40][CH:41]=[C:42]([I:45])[CH:43]=2)=[O:30])[CH3:48]. (3) Given the reactants [CH:1]1([S:4]([C:7]2[CH:12]=[CH:11][C:10]([CH:13]([CH2:20][CH:21]3[CH2:26][CH2:25][O:24][CH2:23][CH2:22]3)[C:14](N(OC)C)=[O:15])=[CH:9][CH:8]=2)(=[O:6])=[O:5])[CH2:3][CH2:2]1.[CH:27]([Mg]Br)=[CH2:28].Cl, predict the reaction product. The product is: [CH:1]1([S:4]([C:7]2[CH:12]=[CH:11][C:10]([CH:13]([CH2:20][CH:21]3[CH2:26][CH2:25][O:24][CH2:23][CH2:22]3)[C:14](=[O:15])[CH:27]=[CH2:28])=[CH:9][CH:8]=2)(=[O:5])=[O:6])[CH2:2][CH2:3]1. (4) Given the reactants [C:1]1(=[O:8])[CH2:6][CH2:5][CH2:4][C:3](=[O:7])[CH2:2]1.Br[C:10]1[CH:11]=[C:12]([CH:17]=[CH:18][CH:19]=1)[C:13]([O:15][CH3:16])=[O:14].[O-]P([O-])([O-])=O.[K+].[K+].[K+].C(P(C(C)(C)C)C1C=CC=CC=1C1C=CC=CC=1C)(C)(C)C, predict the reaction product. The product is: [O:7]=[C:3]1[CH2:4][CH2:5][CH2:6][C:1](=[O:8])[CH:2]1[C:10]1[CH:11]=[C:12]([CH:17]=[CH:18][CH:19]=1)[C:13]([O:15][CH3:16])=[O:14].